This data is from Catalyst prediction with 721,799 reactions and 888 catalyst types from USPTO. The task is: Predict which catalyst facilitates the given reaction. (1) Reactant: [O:1]1[C:5]2[CH:6]=[CH:7][CH:8]=[C:9]([C:10]([CH3:18])([CH3:17])[CH2:11][C:12](=[O:16])[C:13]([OH:15])=O)[C:4]=2[O:3][CH2:2]1.S(Cl)(Cl)=O.[NH2:23][C:24]1[CH:25]=[CH:26][C:27]2[C:32](=[O:33])[O:31][N:30]=[C:29]([CH2:34]C)[C:28]=2[CH:36]=1.O. Product: [O:1]1[C:5]2[CH:6]=[CH:7][CH:8]=[C:9]([C:10]([CH3:18])([CH3:17])[CH2:11][C:12](=[O:16])[C:13]([NH:23][C:24]3[CH:25]=[CH:26][C:27]4[C:32](=[O:33])[O:31][N:30]=[C:29]([CH3:34])[C:28]=4[CH:36]=3)=[O:15])[C:4]=2[O:3][CH2:2]1. The catalyst class is: 44. (2) Reactant: [Cl:1][C:2]1[S:10][C:9]2[N:8]=C[N:6]3[CH:11]=[N:12][N:13]=[C:5]3[C:4]=2[CH:3]=1. Product: [Cl:1][C:2]1[S:10][C:9]([NH2:8])=[C:4]([C:5]2[NH:6][CH:11]=[N:12][N:13]=2)[CH:3]=1. The catalyst class is: 100. (3) Reactant: [CH2:1]([O:8][C:9]1[C:17]([C:18]2[NH:23][C:22](=[O:24])[C:21]([C:25]([O:27]C)=[O:26])=[C:20]([OH:29])[C:19]=2[CH2:30][CH3:31])=[CH:16][CH:15]=[C:14]2[C:10]=1[CH:11]=[CH:12][N:13]2[CH3:32])[C:2]1[CH:7]=[CH:6][CH:5]=[CH:4][CH:3]=1.[Li+].[I-].Cl. Product: [CH2:1]([O:8][C:9]1[C:17]([C:18]2[NH:23][C:22](=[O:24])[C:21]([C:25]([OH:27])=[O:26])=[C:20]([OH:29])[C:19]=2[CH2:30][CH3:31])=[CH:16][CH:15]=[C:14]2[C:10]=1[CH:11]=[CH:12][N:13]2[CH3:32])[C:2]1[CH:7]=[CH:6][CH:5]=[CH:4][CH:3]=1. The catalyst class is: 25. (4) Reactant: O=P12OP3(OP(OP(O3)(O1)=O)(=O)O2)=O.[Br:15][CH:16]([C:20](Br)([CH3:24])[C:21](=[O:23])[CH3:22])[C:17](O)=[O:18].N12CCN(CC1)CC2. Product: [Br:15][C:16]1[C:17](=[O:18])[O:23][C:21](=[CH2:22])[C:20]=1[CH3:24]. The catalyst class is: 4. (5) Reactant: [Cl:1][C:2]1[CH:10]=[C:9]2[C:5]([C:6]([C:16]3[N:17]=[C:18]4[C:24]([CH:25]=[O:26])=[CH:23][N:22]([CH2:27][O:28][CH2:29][CH2:30][Si:31]([CH3:34])([CH3:33])[CH3:32])[C:19]4=[N:20][CH:21]=3)=[N:7][N:8]2[CH2:11][CH2:12][N:13]([CH3:15])[CH3:14])=[C:4]([F:35])[CH:3]=1.S(=O)(=O)([OH:38])N.Cl([O-])=O.[Na+].OP([O-])(O)=O.[K+]. Product: [Cl:1][C:2]1[CH:10]=[C:9]2[C:5]([C:6]([C:16]3[N:17]=[C:18]4[C:24]([C:25]([OH:38])=[O:26])=[CH:23][N:22]([CH2:27][O:28][CH2:29][CH2:30][Si:31]([CH3:33])([CH3:32])[CH3:34])[C:19]4=[N:20][CH:21]=3)=[N:7][N:8]2[CH2:11][CH2:12][N:13]([CH3:15])[CH3:14])=[C:4]([F:35])[CH:3]=1. The catalyst class is: 299. (6) Reactant: [Cl:1][C:2]1[C:3]([O:11][CH:12]2[CH2:15][O:14][CH2:13]2)=[CH:4][C:5]([C:8]([OH:10])=O)=[N:6][CH:7]=1.CN(C(ON1N=NC2C=CC=NC1=2)=[N+](C)C)C.F[P-](F)(F)(F)(F)F.CCN(C(C)C)C(C)C.[NH2:49][C@@H:50]([C:55]([CH3:58])([CH3:57])[CH3:56])[C:51]([NH:53][CH3:54])=[O:52]. Product: [CH3:56][C:55]([CH3:58])([CH3:57])[C@H:50]([NH:49][C:8]([C:5]1[CH:4]=[C:3]([O:11][CH:12]2[CH2:15][O:14][CH2:13]2)[C:2]([Cl:1])=[CH:7][N:6]=1)=[O:10])[C:51](=[O:52])[NH:53][CH3:54]. The catalyst class is: 3. (7) Reactant: C([N:8]1[CH2:13][CH2:12][N:11]([C:14]2[C:22]3[O:21][C:20]([C:23]([N:25]([CH3:27])[CH3:26])=[O:24])=[CH:19][C:18]=3[CH:17]=[CH:16][CH:15]=2)[CH2:10][CH2:9]1)C1C=CC=CC=1.C(O)(=O)C.C(N(CC)CC)C. Product: [CH3:26][N:25]([CH3:27])[C:23]([C:20]1[O:21][C:22]2[C:14]([N:11]3[CH2:12][CH2:13][NH:8][CH2:9][CH2:10]3)=[CH:15][CH:16]=[CH:17][C:18]=2[CH:19]=1)=[O:24]. The catalyst class is: 19. (8) Reactant: [NH2:1][C:2]1[N:6]([CH3:7])[C:5](=[O:8])[C:4]([C:19]2[CH:24]=[CH:23][CH:22]=[C:21](Br)[CH:20]=2)([C:9]2[CH:14]=[CH:13][C:12]([Si:15]([CH3:18])([CH3:17])[CH3:16])=[CH:11][CH:10]=2)[N:3]=1.[CH3:26][O:27][C:28]1[CH:29]=[N:30][CH:31]=[C:32](B2OC(C)(C)C(C)(C)O2)[CH:33]=1.C(=O)([O-])[O-].[K+].[K+].[C:49]([OH:52])(=[O:51])[CH3:50]. Product: [C:49]([OH:52])(=[O:51])[CH3:50].[NH2:1][C:2]1[N:6]([CH3:7])[C:5](=[O:8])[C:4]([C:19]2[CH:24]=[CH:23][CH:22]=[C:21]([C:32]3[CH:31]=[N:30][CH:29]=[C:28]([O:27][CH3:26])[CH:33]=3)[CH:20]=2)([C:9]2[CH:14]=[CH:13][C:12]([Si:15]([CH3:18])([CH3:17])[CH3:16])=[CH:11][CH:10]=2)[N:3]=1. The catalyst class is: 30. (9) Reactant: [I-].C[S+](C)C.[CH3:6]C(C)([O-])C.[K+].[C:12]([O:16][C:17]([CH:19]=[C:20]1[CH2:25][CH2:24][CH:23]([C:26]2[CH:36]=[CH:35][C:29]([C:30]([O:32][CH2:33][CH3:34])=[O:31])=[CH:28][CH:27]=2)[CH2:22][CH2:21]1)=[O:18])([CH3:15])([CH3:14])[CH3:13].C(OCC)(=O)C. Product: [CH2:33]([O:32][C:30]([C:29]1[CH:28]=[CH:27][C:26]([CH:23]2[CH2:24][CH2:25][C:20]3([CH:19]([C:17]([O:16][C:12]([CH3:13])([CH3:14])[CH3:15])=[O:18])[CH2:6]3)[CH2:21][CH2:22]2)=[CH:36][CH:35]=1)=[O:31])[CH3:34]. The catalyst class is: 16.